From a dataset of NCI-60 drug combinations with 297,098 pairs across 59 cell lines. Regression. Given two drug SMILES strings and cell line genomic features, predict the synergy score measuring deviation from expected non-interaction effect. Drug 1: C1CN1C2=NC(=NC(=N2)N3CC3)N4CC4. Drug 2: CC1=CC2C(CCC3(C2CCC3(C(=O)C)OC(=O)C)C)C4(C1=CC(=O)CC4)C. Cell line: OVCAR-5. Synergy scores: CSS=31.0, Synergy_ZIP=-8.10, Synergy_Bliss=1.14, Synergy_Loewe=-5.99, Synergy_HSA=1.65.